Dataset: Reaction yield outcomes from USPTO patents with 853,638 reactions. Task: Predict the reaction yield, written as a fraction of the theoretical maximum amount of product (1.0 means a 100% yield; for example, 0.34 means a 34% yield). (1) The reactants are [N+:1]([O-:4])([O-])=[O:2].[Na+].[F:6][C:7]([F:16])([F:15])[C:8]1[CH:9]=[C:10]([OH:14])[CH:11]=[CH:12][CH:13]=1.N([O-])=O.[Na+]. The catalyst is S(=O)(=O)(O)O.ClCCl.CCOC(C)=O. The product is [N+:1]([C:9]1[C:8]([C:7]([F:16])([F:15])[F:6])=[CH:13][CH:12]=[CH:11][C:10]=1[OH:14])([O-:4])=[O:2]. The yield is 0.370. (2) The reactants are Cl.[NH2:2][OH:3].[Cl:4][C:5]1[CH:6]=[C:7]([C@@H:15]([CH2:26][CH:27]2[CH2:32][CH2:31][C:30](=O)[CH2:29][CH2:28]2)[C:16]([NH:18][C:19]2[CH:24]=[CH:23][C:22]([Cl:25])=[CH:21][N:20]=2)=[O:17])[CH:8]=[CH:9][C:10]=1[S:11]([CH3:14])(=[O:13])=[O:12]. The catalyst is CO.N1C(C)=CC=CC=1C. The product is [Cl:4][C:5]1[CH:6]=[C:7]([C@@H:15]([CH2:26][CH:27]2[CH2:32][CH2:31][C:30](=[N:2][OH:3])[CH2:29][CH2:28]2)[C:16]([NH:18][C:19]2[CH:24]=[CH:23][C:22]([Cl:25])=[CH:21][N:20]=2)=[O:17])[CH:8]=[CH:9][C:10]=1[S:11]([CH3:14])(=[O:13])=[O:12]. The yield is 0.900. (3) The reactants are [H-].[Na+].[C:3]([C:5]1[CH:6]=[C:7]2[C:11](=[CH:12][CH:13]=1)[NH:10][C:9](=[O:14])[CH2:8]2)#[N:4].[Cl:15][C:16]1[C:25]2[C:20](=[CH:21][C:22]([O:26][CH2:27][CH2:28][N:29]3[CH2:34][CH2:33][O:32][CH2:31][CH2:30]3)=[CH:23][CH:24]=2)[N:19]=[CH:18][N:17]=1. The catalyst is CN(C)C=O. The product is [ClH:15].[ClH:15].[OH:14][C:9]1[NH:10][C:11]2[C:7]([C:8]=1[C:16]1[C:25]3[C:20](=[CH:21][C:22]([O:26][CH2:27][CH2:28][N:29]4[CH2:34][CH2:33][O:32][CH2:31][CH2:30]4)=[CH:23][CH:24]=3)[N:19]=[CH:18][N:17]=1)=[CH:6][C:5]([C:3]#[N:4])=[CH:13][CH:12]=2. The yield is 0.680. (4) The product is [CH3:26][C:5]1[N:6]([CH2:7][CH2:8][O:9][C:10]2[CH:11]=[CH:12][C:13]([CH2:16][C@H:17]([O:23][CH2:24][CH3:25])[C:18]([OH:20])=[O:19])=[CH:14][CH:15]=2)[C:2]([CH3:1])=[CH:3][CH:4]=1. The catalyst is CO. The yield is 0.940. The reactants are [CH3:1][C:2]1[N:6]([CH2:7][CH2:8][O:9][C:10]2[CH:15]=[CH:14][C:13]([CH2:16][C@H:17]([O:23][CH2:24][CH3:25])[C:18]([O:20]CC)=[O:19])=[CH:12][CH:11]=2)[C:5]([C:26]2C=CC=CC=2C)=[CH:4][CH:3]=1.[OH-].[Na+]. (5) The reactants are CN(C=O)C.[CH3:6][C:7]1[S:25][C:10]2[N:11]=[C:12]([O:19][CH2:20][C:21]([F:24])([F:23])[F:22])[N:13]=[C:14](S(C)(=O)=O)[C:9]=2[CH:8]=1.C(=O)([O-])[O-].[K+].[K+].[F:32][C:33]([F:42])([F:41])[C:34]1[CH:35]=[C:36]([OH:40])[CH:37]=[CH:38][CH:39]=1. The catalyst is O. The product is [CH3:6][C:7]1[S:25][C:10]2[N:11]=[C:12]([O:19][CH2:20][C:21]([F:24])([F:23])[F:22])[N:13]=[C:14]([O:40][C:36]3[CH:37]=[CH:38][CH:39]=[C:34]([C:33]([F:32])([F:41])[F:42])[CH:35]=3)[C:9]=2[CH:8]=1. The yield is 0.940. (6) The reactants are Br[C:2]1[CH:14]=[CH:13][C:5]([C:6]([O:8][C:9]([CH3:12])([CH3:11])[CH3:10])=[O:7])=[C:4]([Cl:15])[CH:3]=1.C([O-])([O-])=O.[K+].[K+].[C:22]1(C)C=CC=C[CH:23]=1. The catalyst is C1C=CC([P]([Pd]([P](C2C=CC=CC=2)(C2C=CC=CC=2)C2C=CC=CC=2)([P](C2C=CC=CC=2)(C2C=CC=CC=2)C2C=CC=CC=2)[P](C2C=CC=CC=2)(C2C=CC=CC=2)C2C=CC=CC=2)(C2C=CC=CC=2)C2C=CC=CC=2)=CC=1. The product is [Cl:15][C:4]1[CH:3]=[C:2]([CH:22]=[CH2:23])[CH:14]=[CH:13][C:5]=1[C:6]([O:8][C:9]([CH3:12])([CH3:11])[CH3:10])=[O:7]. The yield is 0.460. (7) The reactants are [CH3:1][C:2]([C:8]1[NH:9][C:10]2[C:15]([CH:16]=1)=[CH:14][C:13]([N+:17]([O-])=O)=[CH:12][CH:11]=2)([CH3:7])[C:3]([O:5][CH3:6])=[O:4]. The catalyst is [Ni].CO. The product is [NH2:17][C:13]1[CH:14]=[C:15]2[C:10](=[CH:11][CH:12]=1)[NH:9][C:8]([C:2]([CH3:7])([CH3:1])[C:3]([O:5][CH3:6])=[O:4])=[CH:16]2. The yield is 0.380.